The task is: Predict the reactants needed to synthesize the given product.. This data is from Full USPTO retrosynthesis dataset with 1.9M reactions from patents (1976-2016). (1) Given the product [Cl:26][C:27]1[S:28][C:29]([CH2:32][N:13]2[C:14]3[C:19](=[CH:18][CH:17]=[CH:16][CH:15]=3)[C:11]([C:9]3[O:10][C:6]([C:4]([O:3][CH2:1][CH3:2])=[O:5])=[CH:7][CH:8]=3)=[N:12]2)=[CH:30][CH:31]=1, predict the reactants needed to synthesize it. The reactants are: [CH2:1]([O:3][C:4]([C:6]1[O:10][C:9]([C:11]2[C:19]3[C:14](=[CH:15][CH:16]=[CH:17][CH:18]=3)[NH:13][N:12]=2)=[CH:8][CH:7]=1)=[O:5])[CH3:2].CC(C)([O-])C.[K+].[Cl:26][C:27]1[S:28][C:29]([CH2:32]Cl)=[CH:30][CH:31]=1. (2) Given the product [N:16]1([C:4]2[S:3][C:2]([C:8]([O:10][CH3:11])=[O:9])=[C:6]([OH:7])[CH:5]=2)[C:20]2[CH:21]=[CH:22][CH:23]=[CH:24][C:19]=2[N:18]=[CH:17]1, predict the reactants needed to synthesize it. The reactants are: Cl[C:2]1([C:8]([O:10][CH3:11])=[O:9])[C:6](=[O:7])[CH:5]=[CH:4][S:3]1.C(O)(=O)C.[N:16]1[C:20]2[CH:21]=[CH:22][CH:23]=[CH:24][C:19]=2[NH:18][CH:17]=1. (3) Given the product [Cl:27][C:28]1[CH:33]=[C:32]([Cl:34])[CH:31]=[CH:30][C:29]=1[S:35]([NH:1][C:2]1[CH:7]=[CH:6][C:5]([S:26][C:23]2[CH:22]=[CH:21][C:20]([S:17]([N:11]3[CH2:12][CH2:13][O:14][CH2:15][CH2:16]3)(=[O:19])=[O:18])=[CH:25][CH:24]=2)=[C:4]([CH2:9][CH3:10])[N:3]=1)(=[O:37])=[O:36], predict the reactants needed to synthesize it. The reactants are: [NH2:1][C:2]1[CH:7]=[CH:6][C:5](Br)=[C:4]([CH2:9][CH3:10])[N:3]=1.[N:11]1([S:17]([C:20]2[CH:25]=[CH:24][C:23]([SH:26])=[CH:22][CH:21]=2)(=[O:19])=[O:18])[CH2:16][CH2:15][O:14][CH2:13][CH2:12]1.[Cl:27][C:28]1[CH:33]=[C:32]([Cl:34])[CH:31]=[CH:30][C:29]=1[S:35](Cl)(=[O:37])=[O:36]. (4) Given the product [Cl:1][C:2]1[C:3]2[N:4]([N:18]=[CH:19][CH:20]=2)[C:5]([C:11]2[CH:16]=[CH:15][CH:14]=[C:13]([F:17])[CH:12]=2)=[C:6]([CH:8]([NH2:27])[CH3:9])[CH:7]=1, predict the reactants needed to synthesize it. The reactants are: [Cl:1][C:2]1[C:3]2[N:4]([N:18]=[CH:19][CH:20]=2)[C:5]([C:11]2[CH:16]=[CH:15][CH:14]=[C:13]([F:17])[CH:12]=2)=[C:6]([C:8](=O)[CH3:9])[CH:7]=1.C([O-])(=O)C.[NH4+].C([BH3-])#[N:27].[Na+]. (5) Given the product [F:46][C:44]([F:45])([F:47])[C:42]1[CH:41]=[C:5]([CH:4]=[C:3]([C:2]([F:1])([F:48])[F:49])[CH:43]=1)[CH2:6][N:7]([CH2:25][C:26]1[C:31]([C:57]2[CH:58]=[C:53]([CH:50]([CH3:52])[CH3:51])[CH:54]=[CH:55][C:56]=2[O:62][CH3:63])=[CH:30][CH:29]=[C:28]([CH3:40])[N:27]=1)[C:8]1[N:9]=[CH:10][C:11]([N:14]2[CH2:19][CH2:18][CH:17]([C:20]([O:22][CH2:23][CH3:24])=[O:21])[CH2:16][CH2:15]2)=[CH:12][N:13]=1, predict the reactants needed to synthesize it. The reactants are: [F:1][C:2]([F:49])([F:48])[C:3]1[CH:4]=[C:5]([CH:41]=[C:42]([C:44]([F:47])([F:46])[F:45])[CH:43]=1)[CH2:6][N:7]([CH2:25][C:26]1[C:31](OS(C(F)(F)F)(=O)=O)=[CH:30][CH:29]=[C:28]([CH3:40])[N:27]=1)[C:8]1[N:13]=[CH:12][C:11]([N:14]2[CH2:19][CH2:18][CH:17]([C:20]([O:22][CH2:23][CH3:24])=[O:21])[CH2:16][CH2:15]2)=[CH:10][N:9]=1.[CH:50]([C:53]1[CH:54]=[CH:55][C:56]([O:62][CH3:63])=[C:57](B(O)O)[CH:58]=1)([CH3:52])[CH3:51].C(=O)([O-])[O-].[Cs+].[Cs+].O. (6) Given the product [Cl:1][C:2]1[CH:3]=[CH:4][C:5]([CH2:8][CH:9]2[N:24]3[C:25](=[O:40])[CH2:26][CH2:27][N:28]([S:29]([C:32]4[CH:37]=[CH:36][C:35]([O:38][CH3:39])=[CH:34][CH:33]=4)(=[O:31])=[O:30])[CH:17]3[CH2:16][N:12]([CH:13]([CH3:14])[CH3:15])[C:10]2=[O:11])=[CH:6][CH:7]=1, predict the reactants needed to synthesize it. The reactants are: [Cl:1][C:2]1[CH:7]=[CH:6][C:5]([CH2:8][CH:9]([NH:24][C:25](=[O:40])[CH2:26][CH2:27][NH:28][S:29]([C:32]2[CH:37]=[CH:36][C:35]([O:38][CH3:39])=[CH:34][CH:33]=2)(=[O:31])=[O:30])[C:10]([N:12]([CH2:16][CH:17](OCC)OCC)[CH:13]([CH3:15])[CH3:14])=[O:11])=[CH:4][CH:3]=1. (7) Given the product [I-:25].[CH:1]([C:4]1[CH:23]=[CH:22][C:7]([C:8]([O:10][CH:11]([CH3:21])[CH2:12][N+:13]([CH3:24])([CH3:14])[CH:15]2[CH2:20][CH2:19][CH2:18][CH2:17][CH2:16]2)=[O:9])=[CH:6][CH:5]=1)([CH3:3])[CH3:2], predict the reactants needed to synthesize it. The reactants are: [CH:1]([C:4]1[CH:23]=[CH:22][C:7]([C:8]([O:10][CH:11]([CH3:21])[CH2:12][N:13]([CH:15]2[CH2:20][CH2:19][CH2:18][CH2:17][CH2:16]2)[CH3:14])=[O:9])=[CH:6][CH:5]=1)([CH3:3])[CH3:2].[CH3:24][I:25]. (8) Given the product [CH3:33][N:34]([CH3:39])[S:35]([N:29]1[CH2:28][CH2:27][N:26]([C:24]([C:6]2[N:5]([CH2:4][CH:3]([F:2])[F:32])[C:13]3[C:8]([CH:7]=2)=[CH:9][C:10]([O:14][CH:15]2[CH2:20][CH2:19][N:18]([CH:21]([CH3:23])[CH3:22])[CH2:17][CH2:16]2)=[CH:11][CH:12]=3)=[O:25])[CH2:31][CH2:30]1)(=[O:37])=[O:36], predict the reactants needed to synthesize it. The reactants are: Cl.[F:2][CH:3]([F:32])[CH2:4][N:5]1[C:13]2[C:8](=[CH:9][C:10]([O:14][CH:15]3[CH2:20][CH2:19][N:18]([CH:21]([CH3:23])[CH3:22])[CH2:17][CH2:16]3)=[CH:11][CH:12]=2)[CH:7]=[C:6]1[C:24]([N:26]1[CH2:31][CH2:30][NH:29][CH2:28][CH2:27]1)=[O:25].[CH3:33][N:34]([CH3:39])[S:35](Cl)(=[O:37])=[O:36].